Dataset: Forward reaction prediction with 1.9M reactions from USPTO patents (1976-2016). Task: Predict the product of the given reaction. Given the reactants [OH:1][CH:2]1[CH2:7][CH2:6][N:5]([C:8]([N:10]2[CH2:15][CH:14]([C:16]3[CH:21]=[CH:20][CH:19]=[C:18]([O:22][C:23]([F:26])([F:25])[F:24])[CH:17]=3)[CH2:13][CH:12]([C:27](O)=[O:28])[CH2:11]2)=[O:9])[CH2:4][CH2:3]1.O[N:31]=[C:32]([CH:34]1[CH2:36][CH2:35]1)[NH2:33], predict the reaction product. The product is: [CH:34]1([C:32]2[N:33]=[C:27]([CH:12]3[CH2:13][CH:14]([C:16]4[CH:21]=[CH:20][CH:19]=[C:18]([O:22][C:23]([F:25])([F:24])[F:26])[CH:17]=4)[CH2:15][N:10]([C:8]([N:5]4[CH2:4][CH2:3][CH:2]([OH:1])[CH2:7][CH2:6]4)=[O:9])[CH2:11]3)[O:28][N:31]=2)[CH2:36][CH2:35]1.